Dataset: Full USPTO retrosynthesis dataset with 1.9M reactions from patents (1976-2016). Task: Predict the reactants needed to synthesize the given product. Given the product [CH3:1][O:2][CH2:3][CH2:4][C:5]1[N:9]=[C:8]([C:10]2[C:18]3[CH2:17][CH2:16][O:15][CH2:14][C:13]=3[S:12][C:11]=2[NH:19][C:20]([C:22]2[CH:27]3[CH2:31][CH2:32][CH:24]([CH2:25][CH2:26]3)[C:23]=2[C:28]([OH:30])=[O:29])=[O:21])[O:7][N:6]=1, predict the reactants needed to synthesize it. The reactants are: [CH3:1][O:2][CH2:3][CH2:4][C:5]1[N:9]=[C:8]([C:10]2[C:18]3[CH2:17][CH2:16][O:15][CH2:14][C:13]=3[S:12][C:11]=2[NH:19][C:20]([C:22]2[CH2:27][CH2:26][CH2:25][CH2:24][C:23]=2[C:28]([OH:30])=[O:29])=[O:21])[O:7][N:6]=1.[CH:31]12CCC(CC1)C1C(OC(=O)[C:32]2=1)=O.